This data is from Catalyst prediction with 721,799 reactions and 888 catalyst types from USPTO. The task is: Predict which catalyst facilitates the given reaction. (1) Reactant: [Cl:1][C:2]1[CH:10]=[CH:9][C:5]([C:6](O)=[O:7])=[CH:4][C:3]=1[NH:11][C:12]([C:14]1[C:23](=[O:24])[NH:22][C:17]2[N:18]=[CH:19][N:20]=[CH:21][C:16]=2[CH:15]=1)=[O:13].[C:25]([O:29][C:30](=[O:42])[NH:31][CH2:32][CH2:33][CH:34]([NH2:41])[C:35]1[CH:40]=[CH:39][CH:38]=[CH:37][CH:36]=1)([CH3:28])([CH3:27])[CH3:26].C(N(CC)CC)C.CN(C(ON1N=NC2C=CC=NC1=2)=[N+](C)C)C.F[P-](F)(F)(F)(F)F. Product: [Cl:1][C:2]1[CH:10]=[CH:9][C:5]([C:6]([NH:41][CH:34]([C:35]2[CH:36]=[CH:37][CH:38]=[CH:39][CH:40]=2)[CH2:33][CH2:32][NH:31][C:30](=[O:42])[O:29][C:25]([CH3:28])([CH3:27])[CH3:26])=[O:7])=[CH:4][C:3]=1[NH:11][C:12]([C:14]1[C:23](=[O:24])[NH:22][C:17]2[N:18]=[CH:19][N:20]=[CH:21][C:16]=2[CH:15]=1)=[O:13]. The catalyst class is: 173. (2) Reactant: [CH3:1][S:2][C:3]1[S:4][C:5]2[CH:11]=[C:10]([CH2:12]O)[CH:9]=[CH:8][C:6]=2[N:7]=1.CCN(C(C)C)C(C)C.CS([Cl:27])(=O)=O. Product: [Cl:27][CH2:12][C:10]1[CH:9]=[CH:8][C:6]2[N:7]=[C:3]([S:2][CH3:1])[S:4][C:5]=2[CH:11]=1. The catalyst class is: 59. (3) Reactant: [F:1][CH:2]1[CH2:5][CH:4]([C:6]([OH:8])=O)[CH2:3]1.C(N1C=CN=C1)(N1C=CN=C1)=O.O[N:22]=[C:23]([C:25]1[CH:26]=[CH:27][C:28]([CH3:43])=[C:29]([NH:31][C:32]([C:34]2[N:38]3[CH:39]=[CH:40][CH:41]=[CH:42][C:37]3=[N:36][CH:35]=2)=[O:33])[CH:30]=1)[NH2:24]. Product: [F:1][CH:2]1[CH2:3][CH:4]([C:6]2[O:8][N:22]=[C:23]([C:25]3[CH:26]=[CH:27][C:28]([CH3:43])=[C:29]([NH:31][C:32]([C:34]4[N:38]5[CH:39]=[CH:40][CH:41]=[CH:42][C:37]5=[N:36][CH:35]=4)=[O:33])[CH:30]=3)[N:24]=2)[CH2:5]1. The catalyst class is: 37. (4) Reactant: C(O[C:4]([C:6]1[N:11]=[CH:10][C:9]2[N:12]=[C:13]([C:15]3[CH:20]=[CH:19][C:18]([F:21])=[CH:17][CH:16]=3)[S:14][C:8]=2[C:7]=1[OH:22])=[O:5])C.[NH2:23][CH2:24][C:25]([OH:27])=[O:26]. Product: [F:21][C:18]1[CH:17]=[CH:16][C:15]([C:13]2[S:14][C:8]3[C:7]([OH:22])=[C:6]([C:4]([NH:23][CH2:24][C:25]([OH:27])=[O:26])=[O:5])[N:11]=[CH:10][C:9]=3[N:12]=2)=[CH:20][CH:19]=1. The catalyst class is: 779.